Task: Regression. Given a peptide amino acid sequence and an MHC pseudo amino acid sequence, predict their binding affinity value. This is MHC class I binding data.. Dataset: Peptide-MHC class I binding affinity with 185,985 pairs from IEDB/IMGT (1) The MHC is HLA-A24:02 with pseudo-sequence HLA-A24:02. The peptide sequence is EYTYPDSLE. The binding affinity (normalized) is 0. (2) The peptide sequence is AFVGAGLAGAA. The MHC is Patr-A0901 with pseudo-sequence Patr-A0901. The binding affinity (normalized) is 0.366. (3) The peptide sequence is GVFHTMWHV. The MHC is HLA-A02:01 with pseudo-sequence HLA-A02:01. The binding affinity (normalized) is 0.813.